This data is from Full USPTO retrosynthesis dataset with 1.9M reactions from patents (1976-2016). The task is: Predict the reactants needed to synthesize the given product. (1) Given the product [C:7]([O:20][C:19]([C:17]1[CH:16]=[CH:15][CH:14]=[C:13]([Br:12])[N:18]=1)=[O:21])([CH3:9])([CH3:8])[CH3:6], predict the reactants needed to synthesize it. The reactants are: S(Cl)(C1C=[CH:9][C:7]([CH3:8])=[CH:6]C=1)(=O)=O.[Br:12][C:13]1[N:18]=[C:17]([C:19]([OH:21])=[O:20])[CH:16]=[CH:15][CH:14]=1.N1C=CC=CC=1.C([O-])(O)=O.[Na+]. (2) Given the product [F:33][C:31]([F:32])([F:34])[C:28]1[CH:27]=[CH:26][C:25]([C:22]2[CH:21]=[CH:20][CH:19]=[C:18]3[C:23]=2[CH2:24][N:16]([CH2:15][CH2:14][CH2:13][CH2:12][CH2:11][C:10]([NH:9][OH:8])=[O:36])[C:17]3=[O:35])=[CH:30][CH:29]=1, predict the reactants needed to synthesize it. The reactants are: C([O:8][NH:9][C:10](=[O:36])[CH2:11][CH2:12][CH2:13][CH2:14][CH2:15][N:16]1[CH2:24][C:23]2[C:18](=[CH:19][CH:20]=[CH:21][C:22]=2[C:25]2[CH:30]=[CH:29][C:28]([C:31]([F:34])([F:33])[F:32])=[CH:27][CH:26]=2)[C:17]1=[O:35])C1C=CC=CC=1.C(ONC(=O)CCCCCN1CC2C(=CC=CC=2C2C=CC(OC)=CC=2OC)C1=O)C1C=CC=CC=1.